From a dataset of Forward reaction prediction with 1.9M reactions from USPTO patents (1976-2016). Predict the product of the given reaction. (1) Given the reactants C1(P(C2C=CC=CC=2)C2C=CC=CC=2)C=CC=CC=1.[NH2:20][C:21]1[C:26]([C:27]2[CH:32]=[CH:31][C:30]([OH:33])=[CH:29][CH:28]=2)=[CH:25][CH:24]=[CH:23][N:22]=1.[F:34][C:35]1[CH:36]=[C:37]([CH2:41]O)[CH:38]=[CH:39][CH:40]=1, predict the reaction product. The product is: [F:34][C:35]1[CH:36]=[C:37]([CH:38]=[CH:39][CH:40]=1)[CH2:41][O:33][C:30]1[CH:31]=[CH:32][C:27]([C:26]2[C:21]([NH2:20])=[N:22][CH:23]=[CH:24][CH:25]=2)=[CH:28][CH:29]=1. (2) Given the reactants [NH2:1][C:2]1[C:11]2[N:10]=[CH:9][C:8]([CH2:12][CH2:13][C:14]3[CH:22]=[CH:21][C:17]([C:18](Cl)=[O:19])=[CH:16][C:15]=3C)=[CH:7][C:6]=2[C:5]2[CH:24]=[CH:25][C:26]([CH3:28])=[CH:27][C:4]=2[N:3]=1.[CH3:29][N:30]([CH3:35])[CH2:31][CH2:32][NH:33][CH3:34], predict the reaction product. The product is: [NH2:1][C:2]1[C:11]2[N:10]=[CH:9][C:8]([CH2:12][CH2:13][C:14]3[CH:15]=[CH:16][C:17]([C:18]([N:33]([CH2:32][CH2:31][N:30]([CH3:35])[CH3:29])[CH3:34])=[O:19])=[CH:21][CH:22]=3)=[CH:7][C:6]=2[C:5]2[CH:24]=[CH:25][C:26]([CH3:28])=[CH:27][C:4]=2[N:3]=1. (3) Given the reactants [Cl:1][C:2]([Cl:7])([Cl:6])[C:3](Cl)=[O:4].[CH2:8]([O:10]/[CH:11]=[CH:12]/[CH3:13])[CH3:9], predict the reaction product. The product is: [Cl:1][C:2]([Cl:7])([Cl:6])[C:3](=[O:4])/[C:12](/[CH3:13])=[CH:11]/[O:10][CH2:8][CH3:9]. (4) Given the reactants [CH3:1][C:2]1[C:7]([C:8]2[CH:13]=[CH:12][CH:11]=[CH:10][C:9]=2[C:14]([F:17])([F:16])[F:15])=[N:6][N:5]2[C:18](C(O)=O)=[CH:19][N:20]=[C:4]2[CH:3]=1.C1(P([NH-:38])(C2C=CC=CC=2)=O)C=CC=CC=1.C(N(CC)CC)C.[OH-].[Na+], predict the reaction product. The product is: [CH3:1][C:2]1[C:7]([C:8]2[CH:13]=[CH:12][CH:11]=[CH:10][C:9]=2[C:14]([F:17])([F:16])[F:15])=[N:6][N:5]2[C:18]([NH2:38])=[CH:19][N:20]=[C:4]2[CH:3]=1. (5) Given the reactants N1C=CC=CC=1.N1C(F)=NC(F)=NC=1F.[F:16][C:17]([F:31])([F:30])[C:18]1[CH:19]=[CH:20][C:21]2[S:25][C:24]([C:26](O)=[O:27])=[CH:23][C:22]=2[CH:29]=1.[BH4-].[Na+].OS(O)(=O)=O, predict the reaction product. The product is: [F:30][C:17]([F:16])([F:31])[C:18]1[CH:19]=[CH:20][C:21]2[S:25][C:24]([CH2:26][OH:27])=[CH:23][C:22]=2[CH:29]=1. (6) The product is: [SiH2:18]1[CH:13]=[CH:12][CH:16]=[CH:17]1.[O:3]=[C:1]([NH:28][CH2:29][CH2:30][CH2:31][Si:32]([O:39][CH2:40][CH3:41])([O:33][CH2:34][CH3:35])[O:36][CH2:37][CH3:38])[CH2:45][CH2:44][CH2:43][C:42]([OH:47])=[O:48]. Given the reactants [CH2:1]([O:3][Si](O[CH2:12][CH3:13])(O[CH2:12][CH3:13])[O:3][CH2:1]C)C.SC[CH2:16][CH2:17][Si:18](OCC)(OCC)OCC.[NH2:28][CH2:29][CH2:30][CH2:31][Si:32]([O:39][CH2:40][CH3:41])([O:36][CH2:37][CH3:38])[O:33][CH2:34][CH3:35].[C:42]1(=[O:48])[O:47][C:45](=O)[CH2:44][CH2:43]1, predict the reaction product. (7) Given the reactants [CH3:1][C:2]1[CH:10]=[CH:9][CH:8]=[CH:7][C:3]=1[C:4](Cl)=O.[NH2:11][C:12]1[CH:18]=[C:17]([N+:19]([O-:21])=[O:20])[CH:16]=[CH:15][C:13]=1[NH2:14].C1(C)C=CC(S(O)(=O)=O)=CC=1, predict the reaction product. The product is: [CH3:1][C:2]1[CH:10]=[CH:9][CH:8]=[CH:7][C:3]=1[C:4]1[NH:11][C:12]2[CH:18]=[C:17]([N+:19]([O-:21])=[O:20])[CH:16]=[CH:15][C:13]=2[N:14]=1.